From a dataset of Catalyst prediction with 721,799 reactions and 888 catalyst types from USPTO. Predict which catalyst facilitates the given reaction. (1) Reactant: [Br:1][C:2]1[CH:3]=[C:4]([CH:8]([C:10]2[CH:14]=[C:13]([CH:15]3[O:19][CH2:18][CH2:17][O:16]3)[S:12][CH:11]=2)[OH:9])[CH:5]=[CH:6][CH:7]=1. Product: [Br:1][C:2]1[CH:3]=[C:4]([C:8]([C:10]2[CH:14]=[C:13]([CH:15]3[O:19][CH2:18][CH2:17][O:16]3)[S:12][CH:11]=2)=[O:9])[CH:5]=[CH:6][CH:7]=1. The catalyst class is: 177. (2) Reactant: [C:1]([C:5]1[CH:6]=[C:7]([CH:12]=[C:13]([OH:15])[CH:14]=1)[C:8]([O:10][CH3:11])=[O:9])([CH3:4])([CH3:3])[CH3:2].Br[CH2:17][CH2:18][O:19][CH3:20].[H-].[Na+]. The catalyst class is: 499. Product: [C:1]([C:5]1[CH:6]=[C:7]([CH:12]=[C:13]([O:15][CH2:17][CH2:18][O:19][CH3:20])[CH:14]=1)[C:8]([O:10][CH3:11])=[O:9])([CH3:4])([CH3:2])[CH3:3].